Dataset: Forward reaction prediction with 1.9M reactions from USPTO patents (1976-2016). Task: Predict the product of the given reaction. Given the reactants Br[C:2]1[CH:7]=[N:6][C:5]([I:8])=[CH:4][N:3]=1.[N:9]1([C:15]([O:17][C:18]([CH3:21])([CH3:20])[CH3:19])=[O:16])[CH2:14][CH2:13][NH:12][CH2:11][CH2:10]1.CCN(C(C)C)C(C)C, predict the reaction product. The product is: [I:8][C:5]1[N:6]=[CH:7][C:2]([N:12]2[CH2:11][CH2:10][N:9]([C:15]([O:17][C:18]([CH3:21])([CH3:20])[CH3:19])=[O:16])[CH2:14][CH2:13]2)=[N:3][CH:4]=1.